Task: Predict the reactants needed to synthesize the given product.. Dataset: Full USPTO retrosynthesis dataset with 1.9M reactions from patents (1976-2016) (1) Given the product [C:24]1([C:49]2[CH:50]=[CH:51][CH:52]=[CH:53][CH:54]=2)[CH:29]=[CH:28][CH:27]=[C:26]([C:30]2[O:31][C:32]([CH3:48])=[C:33]([CH2:35][CH2:36][O:13][C:10]3[CH:9]=[CH:8][C:7]([CH2:6][C:5]([CH3:14])([O:15][C:16]4[CH:17]=[CH:18][C:19]([CH3:22])=[CH:20][CH:21]=4)[C:55]([OH:58])=[O:56])=[CH:12][CH:11]=3)[N:34]=2)[CH:25]=1, predict the reactants needed to synthesize it. The reactants are: C(OC(=O)[C:5]([O:15][C:16]1[CH:21]=[CH:20][C:19]([CH3:22])=[CH:18][CH:17]=1)([CH3:14])[CH2:6][C:7]1[CH:12]=[CH:11][C:10]([OH:13])=[CH:9][CH:8]=1)C.[C:24]1([C:49]2[CH:54]=[CH:53][CH:52]=[CH:51][CH:50]=2)[CH:29]=[CH:28][CH:27]=[C:26]([C:30]2[O:31][C:32]([CH3:48])=[C:33]([CH2:35][CH2:36]OS(C3C=CC(C)=CC=3)(=O)=O)[N:34]=2)[CH:25]=1.[C:55]([O-:58])([O-])=[O:56].[K+].[K+].[OH-].[Na+]. (2) Given the product [CH3:20][C:18]1([CH3:21])[O:19][C@@H:15]([C@H:6]2[O:7][C@@H:8]3[O:12][C:11]([CH3:14])([CH3:13])[O:10][C@@H:9]3[CH2:5]2)[CH2:16][O:17]1, predict the reactants needed to synthesize it. The reactants are: CC(S[CH:5]1[CH:9]2[O:10][C:11]([CH3:14])([CH3:13])[O:12][CH:8]2[O:7][CH:6]1[CH:15]1[O:19][C:18]([CH3:21])([CH3:20])[O:17][CH2:16]1)=O.